From a dataset of Catalyst prediction with 721,799 reactions and 888 catalyst types from USPTO. Predict which catalyst facilitates the given reaction. (1) Reactant: [H-].[Na+].[F:3][C:4]1[CH:9]=[CH:8][C:7]([C:10]2[NH:14][C:13](/[CH:15]=[CH:16]/[C:17]3[CH:22]=[CH:21][C:20]([N:23]4[CH:27]=[C:26]([CH3:28])[N:25]=[CH:24]4)=[C:19]([O:29][CH3:30])[CH:18]=3)=[N:12][C:11]=2[C:31]([O:33][CH2:34][CH2:35]Br)=[O:32])=[CH:6][CH:5]=1.C(OCC)(=O)C.O.C(=O)(O)[O-].[Na+]. Product: [F:3][C:4]1[CH:9]=[CH:8][C:7]([C:10]2[N:14]=[C:13](/[CH:15]=[CH:16]/[C:17]3[CH:22]=[CH:21][C:20]([N:23]4[CH:27]=[C:26]([CH3:28])[N:25]=[CH:24]4)=[C:19]([O:29][CH3:30])[CH:18]=3)[N:12]3[CH2:35][CH2:34][O:33][C:31](=[O:32])[C:11]=23)=[CH:6][CH:5]=1. The catalyst class is: 3. (2) Reactant: [NH:1]1[C:5]2[CH:6]=[CH:7][CH:8]=[CH:9][C:4]=2[N:3]=[C:2]1[NH:10][CH:11]1[CH2:16][CH2:15][N:14]([C:17]([O:19][CH2:20][CH3:21])=[O:18])[CH2:13][CH2:12]1.Cl[CH:23]1[C:27]2=[N:28][CH:29]=[CH:30][CH:31]=[C:26]2[CH2:25][CH2:24]1.C(=O)([O-])[O-].[K+].[K+].O. Product: [N:28]1[C:27]2[CH:23]([N:1]3[C:5]4[CH:6]=[CH:7][CH:8]=[CH:9][C:4]=4[N:3]=[C:2]3[NH:10][CH:11]3[CH2:16][CH2:15][N:14]([C:17]([O:19][CH2:20][CH3:21])=[O:18])[CH2:13][CH2:12]3)[CH2:24][CH2:25][C:26]=2[CH:31]=[CH:30][CH:29]=1. The catalyst class is: 10.